Dataset: Forward reaction prediction with 1.9M reactions from USPTO patents (1976-2016). Task: Predict the product of the given reaction. (1) Given the reactants C(OC(=O)[NH:7][C@H:8]([CH2:25][C:26]1[CH:31]=[CH:30][CH:29]=[CH:28][CH:27]=1)[CH2:9][N:10]1[CH2:15][CH2:14][CH:13]([C:16](=[O:24])[C:17]2[CH:22]=[CH:21][C:20]([F:23])=[CH:19][CH:18]=2)[CH2:12][CH2:11]1)(C)(C)C.FC(F)(F)C(O)=O, predict the reaction product. The product is: [NH2:7][C@H:8]([CH2:25][C:26]1[CH:31]=[CH:30][CH:29]=[CH:28][CH:27]=1)[CH2:9][N:10]1[CH2:15][CH2:14][CH:13]([C:16]([C:17]2[CH:18]=[CH:19][C:20]([F:23])=[CH:21][CH:22]=2)=[O:24])[CH2:12][CH2:11]1. (2) Given the reactants [N:1]1([C:7]2[CH:32]=[CH:31][C:10]([O:11][C:12]3[N:17]=[CH:16][C:15]([NH:18][C:19](=[O:30])[C:20]4[CH:25]=[CH:24][C:23]([C:26]([F:29])([F:28])[F:27])=[CH:22][CH:21]=4)=[CH:14][CH:13]=3)=[CH:9][CH:8]=2)[CH2:6][CH2:5][NH:4][CH2:3][CH2:2]1.C(N(CC)CC)C.[Cl:40][CH2:41][C:42](Cl)=[O:43].C(OCC)(=O)C, predict the reaction product. The product is: [Cl:40][CH2:41][C:42]([N:4]1[CH2:5][CH2:6][N:1]([C:7]2[CH:8]=[CH:9][C:10]([O:11][C:12]3[N:17]=[CH:16][C:15]([NH:18][C:19](=[O:30])[C:20]4[CH:25]=[CH:24][C:23]([C:26]([F:27])([F:28])[F:29])=[CH:22][CH:21]=4)=[CH:14][CH:13]=3)=[CH:31][CH:32]=2)[CH2:2][CH2:3]1)=[O:43]. (3) Given the reactants [CH3:1][C@@H:2]1[CH2:7][O:6][CH2:5][CH2:4][N:3]1[C:8]1[CH:13]=[C:12]([C:14]2([S@:17]([CH3:20])(=[NH:19])=[O:18])[CH2:16][CH2:15]2)[N:11]=[C:10]([C:21]2[CH:26]=[CH:25][N:24]=[C:23]3[NH:27][CH:28]=[CH:29][C:22]=23)[N:9]=1, predict the reaction product. The product is: [CH3:1][C@@H:2]1[CH2:7][O:6][CH2:5][CH2:4][N:3]1[C:8]1[CH:13]=[C:12]([C:14]2([S@@:17]([CH3:20])(=[NH:19])=[O:18])[CH2:16][CH2:15]2)[N:11]=[C:10]([C:21]2[CH:26]=[CH:25][N:24]=[C:23]3[NH:27][CH:28]=[CH:29][C:22]=23)[N:9]=1. (4) The product is: [C:23]1(/[C:11](/[C:8]2[CH:9]=[CH:10][C:5]([NH2:2])=[CH:6][CH:7]=2)=[CH:12]/[CH2:13][NH:14][C@@H:15]([C:17]2[CH:18]=[CH:19][CH:20]=[CH:21][CH:22]=2)[CH3:16])[CH:24]=[CH:25][CH:26]=[CH:27][CH:28]=1. Given the reactants Cl.[N+:2]([C:5]1[CH:10]=[CH:9][C:8](/[C:11](/[C:23]2[CH:28]=[CH:27][CH:26]=[CH:25][CH:24]=2)=[CH:12]\[CH2:13][NH:14][C@@H:15]([C:17]2[CH:22]=[CH:21][CH:20]=[CH:19][CH:18]=2)[CH3:16])=[CH:7][CH:6]=1)([O-])=O, predict the reaction product. (5) Given the reactants [Br:1][C:2]1[C:3]2[O:12][C:11]([CH:13]=O)=[CH:10][C:4]=2[C:5](=[O:9])[N:6]([CH3:8])[CH:7]=1.[N:15]1([C:22]([O:24][C:25]([CH3:28])([CH3:27])[CH3:26])=[O:23])[CH2:21][CH2:20][CH2:19][NH:18][CH2:17][CH2:16]1.CC(O)=O.C([BH3-])#N.[Na+], predict the reaction product. The product is: [Br:1][C:2]1[C:3]2[O:12][C:11]([CH2:13][N:18]3[CH2:19][CH2:20][CH2:21][N:15]([C:22]([O:24][C:25]([CH3:28])([CH3:27])[CH3:26])=[O:23])[CH2:16][CH2:17]3)=[CH:10][C:4]=2[C:5](=[O:9])[N:6]([CH3:8])[CH:7]=1. (6) Given the reactants C(OC[N:9]1[C:18](=[O:19])[C:17]2[C:12](=[CH:13][C:14]([O:24][CH2:25][C:26]3[CH:31]=[CH:30][CH:29]=[CH:28][CH:27]=3)=[CH:15][C:16]=2[O:20][CH:21]([CH3:23])[CH3:22])[N:11]=[CH:10]1)(=O)C(C)(C)C.N, predict the reaction product. The product is: [CH2:25]([O:24][C:14]1[CH:13]=[C:12]2[C:17]([C:18](=[O:19])[NH:9][CH:10]=[N:11]2)=[C:16]([O:20][CH:21]([CH3:23])[CH3:22])[CH:15]=1)[C:26]1[CH:27]=[CH:28][CH:29]=[CH:30][CH:31]=1. (7) The product is: [CH3:17][C:18]1[N:23]=[C:22]([S:24][CH2:9][C:8]2[N:4]([CH:2]([CH3:1])[CH3:3])[CH:5]=[N:6][CH:7]=2)[N:21]=[C:20]([OH:25])[CH:19]=1. Given the reactants [CH3:1][CH:2]([N:4]1[C:8]([CH2:9]O)=[CH:7][N:6]=[CH:5]1)[CH3:3].C(=O)([O-])[O-].[K+].[K+].[CH3:17][C:18]1[N:23]=[C:22]([SH:24])[N:21]=[C:20]([OH:25])[CH:19]=1.CC(C)=O, predict the reaction product.